From a dataset of CYP2C9 inhibition data for predicting drug metabolism from PubChem BioAssay. Regression/Classification. Given a drug SMILES string, predict its absorption, distribution, metabolism, or excretion properties. Task type varies by dataset: regression for continuous measurements (e.g., permeability, clearance, half-life) or binary classification for categorical outcomes (e.g., BBB penetration, CYP inhibition). Dataset: cyp2c9_veith. (1) The drug is C=CC[C@H](N)C(=O)O. The result is 0 (non-inhibitor). (2) The molecule is COC(=O)c1cn(NC(=O)C2CCC(C(C)(C)C)CC2)c(=O)c2ccccc12. The result is 1 (inhibitor). (3) The compound is CCOC(=O)c1cnc2c(cnn2CC)c1NN=C(C)C. The result is 0 (non-inhibitor).